Dataset: Forward reaction prediction with 1.9M reactions from USPTO patents (1976-2016). Task: Predict the product of the given reaction. (1) Given the reactants [CH3:1][C@H:2]([O:6][C:7]1[N:15]=[C:14]2[C:10]([N:11]=[C:12]([O:24]C)[N:13]2[CH2:16][CH2:17][CH:18]2[CH2:23][CH2:22][CH2:21][NH:20][CH2:19]2)=[C:9]([NH2:26])[N:8]=1)[CH2:3][CH2:4][CH3:5].Cl.O1CCOCC1, predict the reaction product. The product is: [NH2:26][C:9]1[N:8]=[C:7]([O:6][C@@H:2]([CH3:1])[CH2:3][CH2:4][CH3:5])[N:15]=[C:14]2[C:10]=1[NH:11][C:12](=[O:24])[N:13]2[CH2:16][CH2:17][CH:18]1[CH2:23][CH2:22][CH2:21][NH:20][CH2:19]1. (2) Given the reactants [OH:1][C:2]1[CH:7]=[C:6]([OH:8])[CH:5]=[CH:4][C:3]=1[C:9]([C:11]1[CH:16]=[CH:15][C:14]([N+:17]([O-])=O)=[CH:13][C:12]=1[OH:20])=[O:10].CCCCCC.CCOC(C)=O, predict the reaction product. The product is: [NH2:17][C:14]1[CH:15]=[CH:16][C:11]([C:9]([C:3]2[CH:4]=[CH:5][C:6]([OH:8])=[CH:7][C:2]=2[OH:1])=[O:10])=[C:12]([OH:20])[CH:13]=1.